This data is from Forward reaction prediction with 1.9M reactions from USPTO patents (1976-2016). The task is: Predict the product of the given reaction. (1) The product is: [CH:1]1[C:2]([NH2:15])=[N+:3]([O-:14])[C:4]([NH2:13])=[N:5][C:6]=1[N:7]1[CH2:12][CH2:11][CH2:10][CH2:9][CH2:8]1.[C:20]([OH:28])(=[O:27])[C:21]1[CH:26]=[CH:25][CH:24]=[CH:23][CH:22]=1. Given the reactants [CH:1]1[C:2]([NH2:15])=[N+:3]([O-:14])[C:4]([NH2:13])=[N:5][C:6]=1[N:7]1[CH2:12][CH2:11][CH2:10][CH2:9][CH2:8]1.C(O)(C)C.[C:20]([OH:28])(=[O:27])[C:21]1[CH:26]=[CH:25][CH:24]=[CH:23][CH:22]=1, predict the reaction product. (2) The product is: [CH3:43][O:3][CH:4]1[C:13]2[CH2:12][S:11][N:10]=[C:9]([NH2:14])[C:8]3=[N:29][N:30]([CH2:32][C:33]4[C:38]([CH3:39])=[C:37]([O:40][CH3:41])[C:36]([CH3:42])=[CH:35][N:34]=4)[N:31]=[C:6]([C:7]=23)[CH2:5]1. Given the reactants [H-].[Na+].[OH:3][CH:4]1[C:13]2[CH2:12][S:11][N:10]=[C:9]([N:14](C(OC(C)(C)C)=O)C(OC(C)(C)C)=O)[C:8]3=[N:29][N:30]([CH2:32][C:33]4[C:38]([CH3:39])=[C:37]([O:40][CH3:41])[C:36]([CH3:42])=[CH:35][N:34]=4)[N:31]=[C:6]([C:7]=23)[CH2:5]1.[CH3:43]N(C)C=O.CI, predict the reaction product. (3) Given the reactants Br[C:2]1[N:6]2[CH:7]=[CH:8][C:9]([C:11]3[O:15][N:14]=[C:13]([CH3:16])[N:12]=3)=[N:10][C:5]2=[N:4][CH:3]=1.[F:17][C:18]1[CH:23]=[CH:22][C:21](B2OC(C)(C)C(C)(C)O2)=[CH:20][C:19]=1[C:33]1[C:34]([C:39]#[N:40])=[CH:35][CH:36]=[CH:37][CH:38]=1, predict the reaction product. The product is: [F:17][C:18]1[CH:23]=[CH:22][C:21]([C:2]2[N:6]3[CH:7]=[CH:8][C:9]([C:11]4[O:15][N:14]=[C:13]([CH3:16])[N:12]=4)=[N:10][C:5]3=[N:4][CH:3]=2)=[CH:20][C:19]=1[C:33]1[C:34]([C:39]#[N:40])=[CH:35][CH:36]=[CH:37][CH:38]=1. (4) Given the reactants [C:1](=[O:4])([O-:3])[O-:2].[K+].[K+].[C:7](=[O:10])([O-:9])[O-:8].[Na+].[Na+].[Cl-].[Cr+3:14].[Cl-].[Cl-], predict the reaction product. The product is: [C:1](=[O:2])([O-:4])[O-:3].[Cr+3:14].[C:7](=[O:8])([O-:10])[O-:9].[C:1](=[O:2])([O-:4])[O-:3].[Cr+3:14].